Dataset: Full USPTO retrosynthesis dataset with 1.9M reactions from patents (1976-2016). Task: Predict the reactants needed to synthesize the given product. (1) Given the product [Cl:1][C:2]1[CH:3]=[C:4]2[C:12](=[C:13]([NH:15][C:16]([C@@H:18]3[CH2:19][O:20][C:21]([CH3:28])([CH3:29])[CH2:22][N:23]3[CH2:24][C:25](=[O:26])[N:30]3[CH2:35][CH2:34][CH2:33][CH2:32][CH2:31]3)=[O:17])[CH:14]=1)[NH:11][C:10]1[CH:9]=[N:8][CH:7]=[CH:6][C:5]2=1, predict the reactants needed to synthesize it. The reactants are: [Cl:1][C:2]1[CH:3]=[C:4]2[C:12](=[C:13]([NH:15][C:16]([C@H:18]3[N:23]([CH2:24][C:25](O)=[O:26])[CH2:22][C:21]([CH3:29])([CH3:28])[O:20][CH2:19]3)=[O:17])[CH:14]=1)[NH:11][C:10]1[CH:9]=[N:8][CH:7]=[CH:6][C:5]2=1.[NH:30]1[CH2:35][CH2:34][CH2:33][CH2:32][CH2:31]1.C([O-])(=O)C.[NH4+]. (2) The reactants are: [CH:1]1[CH:2]=[CH:3][N:4]2[CH2:10][C:9]3[CH:11]=[CH:12][CH:13]=[CH:14][C:8]=3[N:7]([C:15]([C:17]3[CH:22]=[CH:21][C:20]([C:23]4[CH2:28][CH2:27][CH2:26][C:25](=[O:29])[CH:24]=4)=[CH:19][CH:18]=3)=[O:16])[CH2:6][C:5]=12.[Cl-].[Ce+3].[Cl-].[Cl-].[BH4-].[Na+].[H][H].Cl. Given the product [CH:1]1[CH:2]=[CH:3][N:4]2[CH2:10][C:9]3[CH:11]=[CH:12][CH:13]=[CH:14][C:8]=3[N:7]([C:15]([C:17]3[CH:18]=[CH:19][C:20]([C:23]4[CH2:28][CH2:27][CH2:26][CH:25]([OH:29])[CH:24]=4)=[CH:21][CH:22]=3)=[O:16])[CH2:6][C:5]=12, predict the reactants needed to synthesize it. (3) Given the product [Br:1][C:2]1[CH:3]=[CH:4][CH:5]=[C:6]([CH2:8][O:9][Si:15]([C:18]([CH3:21])([CH3:20])[CH3:19])([CH3:17])[CH3:16])[N:7]=1, predict the reactants needed to synthesize it. The reactants are: [Br:1][C:2]1[N:7]=[C:6]([CH2:8][OH:9])[CH:5]=[CH:4][CH:3]=1.N1C=CN=C1.[Si:15](Cl)([C:18]([CH3:21])([CH3:20])[CH3:19])([CH3:17])[CH3:16]. (4) The reactants are: [C:1]1([CH2:7][C:8]([NH:10][C@H:11]([C:13]([OH:15])=O)[CH3:12])=[O:9])[CH:6]=[CH:5][CH:4]=[CH:3][CH:2]=1.Cl.[CH3:17][O:18][C:19](=[O:22])[CH2:20][NH2:21]. Given the product [CH3:17][O:18][C:19](=[O:22])[CH2:20][NH:21][C:13](=[O:15])[C@H:11]([CH3:12])[NH:10][C:8](=[O:9])[CH2:7][C:1]1[CH:2]=[CH:3][CH:4]=[CH:5][CH:6]=1, predict the reactants needed to synthesize it. (5) Given the product [N:29]1([CH2:28][C:25]2[CH:24]=[CH:23][C:22]([C:2]3[CH:7]=[CH:6][N:5]=[C:4]4[NH:8][CH:9]=[C:10]([C:11]#[N:12])[C:3]=34)=[CH:27][CH:26]=2)[CH2:30][CH2:31][O:32][CH2:33][CH2:34]1, predict the reactants needed to synthesize it. The reactants are: Cl[C:2]1[CH:7]=[CH:6][N:5]=[C:4]2[NH:8][CH:9]=[C:10]([C:11]#[N:12])[C:3]=12.B1([C:22]2[CH:27]=[CH:26][C:25]([CH2:28][N:29]3[CH2:34][CH2:33][O:32][CH2:31][CH2:30]3)=[CH:24][CH:23]=2)OC(C)(C)C(C)(C)O1.Cl. (6) Given the product [CH:21]1([NH:20][C:19](=[O:10])[NH:18][CH:12]2[CH2:13][CH2:14][CH2:15][CH2:16][CH2:17]2)[CH2:26][CH2:25][CH2:24][CH2:23][CH2:22]1, predict the reactants needed to synthesize it. The reactants are: C(O)(=[O:10])C=CC1C=CC=CC=1.[CH:12]1([N:18]=[C:19]=[N:20][CH:21]2[CH2:26][CH2:25][CH2:24][CH2:23][CH2:22]2)[CH2:17][CH2:16][CH2:15][CH2:14][CH2:13]1.NCCC[Si](OC)(OC)OC. (7) Given the product [Cl:1][C:2]1[CH:3]=[C:4]([CH:5]=[C:6]([Cl:8])[CH:7]=1)[O:9][C:17]1[N:22]=[CH:21][C:20]([C:23]2[CH:35]=[CH:34][C:26]([C:27]([NH:29][S:30]([CH3:33])(=[O:32])=[O:31])=[O:28])=[CH:25][C:24]=2[O:36][CH3:37])=[CH:19][C:18]=1[CH3:38], predict the reactants needed to synthesize it. The reactants are: [Cl:1][C:2]1[CH:3]=[C:4]([OH:9])[CH:5]=[C:6]([Cl:8])[CH:7]=1.C(=O)([O-])[O-].[Cs+].[Cs+].F[C:17]1[N:22]=[CH:21][C:20]([C:23]2[CH:35]=[CH:34][C:26]([C:27]([NH:29][S:30]([CH3:33])(=[O:32])=[O:31])=[O:28])=[CH:25][C:24]=2[O:36][CH3:37])=[CH:19][C:18]=1[CH3:38]. (8) Given the product [CH3:1][C:2]1[C:6]([C:7]2[C:16]3[O:15][CH2:14][CH:13]([C:17]4[CH:22]=[CH:21][CH:20]=[CH:19][N:18]=4)[N:12]4[C:23](=[O:25])[NH:24][C:10]([C:11]=34)=[C:9]([CH2:26][NH:32][CH:30]([CH3:31])[CH3:29])[CH:8]=2)=[C:5]([CH3:28])[O:4][N:3]=1, predict the reactants needed to synthesize it. The reactants are: [CH3:1][C:2]1[C:6]([C:7]2[C:16]3[O:15][CH2:14][C@H:13]([C:17]4[CH:22]=[CH:21][CH:20]=[CH:19][N:18]=4)[N:12]4[C:23](=[O:25])[NH:24][C:10]([C:11]=34)=[C:9]([CH:26]=O)[CH:8]=2)=[C:5]([CH3:28])[O:4][N:3]=1.[CH3:29][CH:30]([NH2:32])[CH3:31].C([BH3-])#N.[Na+].